Dataset: Reaction yield outcomes from USPTO patents with 853,638 reactions. Task: Predict the reaction yield, written as a fraction of the theoretical maximum amount of product (1.0 means a 100% yield; for example, 0.34 means a 34% yield). (1) The reactants are [C:1]([O:7][CH2:8][CH3:9])(=[O:6])[CH2:2][C:3]([OH:5])=O.N1C=CC=CC=1C1C=CC=CN=1.[Li]CCCC.[CH3:27][C:28](C)([CH:32]=[CH2:33])[C:29](Cl)=O. The catalyst is C1COCC1.CCOCC. The product is [CH2:8]([O:7][C:1](=[O:6])[CH2:2][C:3](=[O:5])[C:28]([CH3:29])([CH3:27])[CH:32]=[CH2:33])[CH3:9]. The yield is 0.980. (2) The reactants are [CH2:1]([NH2:3])[CH3:2].C(N(CC)CC)C.[F:11][C:12]1[CH:20]=[CH:19][C:15]([C:16](Cl)=[O:17])=[CH:14][CH:13]=1. The catalyst is C(Cl)Cl.O. The product is [CH2:1]([NH:3][C:16](=[O:17])[C:15]1[CH:19]=[CH:20][C:12]([F:11])=[CH:13][CH:14]=1)[CH3:2]. The yield is 1.00. (3) The reactants are [Cl:1][C:2]1[CH:7]=[C:6](I)[C:5]([Cl:9])=[CH:4][N:3]=1.[NH2:10][C:11]1[CH:19]=[CH:18][CH:17]=[CH:16][C:12]=1[C:13]([OH:15])=[O:14].C1(P(C2C=CC=CC=2)C2C=CC=CC=2OC2C=CC=CC=2P(C2C=CC=CC=2)C2C=CC=CC=2)C=CC=CC=1.[O-]P([O-])([O-])=O.[K+].[K+].[K+]. The catalyst is C([O-])(=O)C.[Pd+2].C([O-])(=O)C. The product is [Cl:1][C:2]1[CH:7]=[C:6]([NH:10][C:11]2[CH:19]=[CH:18][CH:17]=[CH:16][C:12]=2[C:13]([OH:15])=[O:14])[C:5]([Cl:9])=[CH:4][N:3]=1. The yield is 0.602. (4) The reactants are C1([Li])C=CC=CC=1.[Br-].[O:9]([CH2:27][C:28]1[C:53]([CH3:54])=[CH:52][C:31]([CH2:32][P+](C2C=CC=CC=2)(C2C=CC=CC=2)C2C=CC=CC=2)=[C:30]([CH3:55])[CH:29]=1)[Si:10]([C:23]([CH3:26])([CH3:25])[CH3:24])([C:17]1[CH:22]=[CH:21][CH:20]=[CH:19][CH:18]=1)[C:11]1[CH:16]=[CH:15][CH:14]=[CH:13][CH:12]=1.[CH2:56]([N:60]([CH2:71][CH2:72][CH2:73][CH3:74])[C:61]1[CH:68]=[CH:67][C:64]([CH:65]=O)=[C:63]([O:69][CH3:70])[CH:62]=1)[CH2:57][CH2:58][CH3:59].O. The catalyst is O1CCCC1.C(OCC)(=O)C. The product is [CH2:56]([N:60]([CH2:71][CH2:72][CH2:73][CH3:74])[C:61]1[CH:68]=[CH:67][C:64]([CH:65]=[CH:32][C:31]2[CH:52]=[C:53]([CH3:54])[C:28]([CH2:27][O:9][Si:10]([C:23]([CH3:25])([CH3:24])[CH3:26])([C:17]3[CH:18]=[CH:19][CH:20]=[CH:21][CH:22]=3)[C:11]3[CH:16]=[CH:15][CH:14]=[CH:13][CH:12]=3)=[CH:29][C:30]=2[CH3:55])=[C:63]([O:69][CH3:70])[CH:62]=1)[CH2:57][CH2:58][CH3:59]. The yield is 0.891. (5) The reactants are C[O:2][C:3](=[O:24])[C:4]1[CH:9]=[C:8]([C:10]2[S:11][CH:12]=[C:13]([C:15]3[CH:20]=[CH:19][C:18]([Cl:21])=[C:17]([Cl:22])[CH:16]=3)[N:14]=2)[CH:7]=[CH:6][C:5]=1Br.[N:25]1[CH:30]=[CH:29][CH:28]=[C:27](B(O)O)[CH:26]=1. No catalyst specified. The product is [Cl:22][C:17]1[CH:16]=[C:15]([C:13]2[N:14]=[C:10]([C:8]3[CH:7]=[CH:6][C:5]([C:27]4[CH:26]=[N:25][CH:30]=[CH:29][CH:28]=4)=[C:4]([CH:9]=3)[C:3]([OH:2])=[O:24])[S:11][CH:12]=2)[CH:20]=[CH:19][C:18]=1[Cl:21]. The yield is 0.140. (6) The reactants are [CH3:1][O:2][C:3]1[CH:8]=[CH:7][C:6]([N:9]2[CH:13]=[CH:12][C:11](C(OCC)=O)=[N:10]2)=[CH:5][CH:4]=1.[OH-].[K+]. The catalyst is C1COCC1.O. The product is [CH3:1][O:2][C:3]1[CH:4]=[CH:5][C:6]([N:9]2[CH:13]=[CH:12][CH:11]=[N:10]2)=[CH:7][CH:8]=1. The yield is 0.570. (7) The reactants are [NH2:1][C:2]1[CH:3]=[CH:4][C:5]([S:12](=[O:25])(=[O:24])[NH:13][C:14]2[CH:15]=[CH:16][C:17]3[CH2:21][O:20][B:19]([OH:22])[C:18]=3[CH:23]=2)=[C:6]([CH2:8][C:9]([OH:11])=[O:10])[CH:7]=1.O.[CH:27](O)([CH3:29])[CH3:28]. The catalyst is S(=O)(=O)(O)O. The product is [NH2:1][C:2]1[CH:3]=[CH:4][C:5]([S:12](=[O:24])(=[O:25])[NH:13][C:14]2[CH:15]=[CH:16][C:17]3[CH2:21][O:20][B:19]([OH:22])[C:18]=3[CH:23]=2)=[C:6]([CH2:8][C:9]([O:11][CH:27]([CH3:29])[CH3:28])=[O:10])[CH:7]=1. The yield is 0.640. (8) The reactants are [C:1]([O:5][C:6]([C:8]1[CH:9]=[N:10][N:11]([CH2:14][C:15]2[CH:20]=[CH:19][C:18]([C:21]([O:23][CH3:24])=[O:22])=[CH:17][CH:16]=2)[C:12]=1Cl)=[O:7])([CH3:4])([CH3:3])[CH3:2].C(=O)([O-])[O-].[K+].[K+].[CH2:31]([SH:34])[CH2:32][CH3:33].CCOC(C)=O. The catalyst is C(#N)CCC. The product is [C:1]([O:5][C:6]([C:8]1[CH:9]=[N:10][N:11]([CH2:14][C:15]2[CH:20]=[CH:19][C:18]([C:21]([O:23][CH3:24])=[O:22])=[CH:17][CH:16]=2)[C:12]=1[S:34][CH2:31][CH2:32][CH3:33])=[O:7])([CH3:4])([CH3:3])[CH3:2]. The yield is 0.620.